This data is from CYP2D6 inhibition data for predicting drug metabolism from PubChem BioAssay. The task is: Regression/Classification. Given a drug SMILES string, predict its absorption, distribution, metabolism, or excretion properties. Task type varies by dataset: regression for continuous measurements (e.g., permeability, clearance, half-life) or binary classification for categorical outcomes (e.g., BBB penetration, CYP inhibition). Dataset: cyp2d6_veith. (1) The drug is COC(=O)C1=C(C)NC(C)=C(C(=O)OCCCN2CCC(c3ccccc3)(c3ccccc3)CC2)[C@H]1c1cccc([N+](=O)[O-])c1. The result is 1 (inhibitor). (2) The drug is Cc1cccc(C(=O)O)c1C[C@H]1NCC[C@H]2c3ccccc3N[C@H]21. The result is 0 (non-inhibitor).